Dataset: Full USPTO retrosynthesis dataset with 1.9M reactions from patents (1976-2016). Task: Predict the reactants needed to synthesize the given product. (1) Given the product [F:1][C:2]1[CH:3]=[CH:4][C:5]([N:8]2[C:12]([C:13]([OH:15])=[O:14])=[CH:11][C:10]([S:20]([CH3:24])(=[O:22])=[O:19])=[N:9]2)=[CH:6][CH:7]=1, predict the reactants needed to synthesize it. The reactants are: [F:1][C:2]1[CH:7]=[CH:6][C:5]([N:8]2[C:12]([C:13]([OH:15])=[O:14])=[CH:11][C:10](SC)=[N:9]2)=[CH:4][CH:3]=1.O[O:19][S:20]([O-:22])=O.[K+].[C:24](#N)C. (2) Given the product [Cl:1][C:2]1[N:7]=[C:6]([C:8]2[CH:9]=[C:10]([N:14]3[CH2:15][CH2:16][CH:17]([OH:20])[CH2:18][CH2:19]3)[CH:11]=[CH:12][CH:13]=2)[CH:5]=[CH:4][N:3]=1, predict the reactants needed to synthesize it. The reactants are: [Cl:1][C:2]1[N:7]=[C:6]([C:8]2[CH:9]=[C:10]([N:14]3[CH2:19][CH2:18][C:17](=[O:20])[CH2:16][CH2:15]3)[CH:11]=[CH:12][CH:13]=2)[CH:5]=[CH:4][N:3]=1.[BH4-].[Na+]. (3) The reactants are: [CH2:1]([O:8][C:9]1[CH:10]=[C:11]([CH:15]=[C:16]([C:19]2[CH:20]=[CH:21][C:22]3[O:26][C:25]([C:27]4[CH:32]=[CH:31][C:30]([F:33])=[CH:29][CH:28]=4)=[C:24]([C:34](=[O:37])[NH:35][CH3:36])[C:23]=3[CH:38]=2)[C:17]=1[CH3:18])[C:12](O)=[O:13])[C:2]1[CH:7]=[CH:6][CH:5]=[CH:4][CH:3]=1.[N:39]1[CH:44]=[CH:43][CH:42]=[CH:41][C:40]=1[C:45]1([NH2:48])[CH2:47][CH2:46]1.C1C=CC2N(O)N=NC=2C=1.CCN=C=NCCCN(C)C.Cl.C(N(C(C)C)CC)(C)C. Given the product [CH2:1]([O:8][C:9]1[C:17]([CH3:18])=[C:16]([C:19]2[CH:20]=[CH:21][C:22]3[O:26][C:25]([C:27]4[CH:32]=[CH:31][C:30]([F:33])=[CH:29][CH:28]=4)=[C:24]([C:34]([NH:35][CH3:36])=[O:37])[C:23]=3[CH:38]=2)[CH:15]=[C:11]([C:12](=[O:13])[NH:48][C:45]2([C:40]3[CH:41]=[CH:42][CH:43]=[CH:44][N:39]=3)[CH2:47][CH2:46]2)[CH:10]=1)[C:2]1[CH:3]=[CH:4][CH:5]=[CH:6][CH:7]=1, predict the reactants needed to synthesize it. (4) The reactants are: [H-].[Al+3].[Li+].[H-].[H-].[H-].[CH3:7][O:8][C:9]1[C:18]([O:19][CH3:20])=[C:17]([O:21][CH3:22])[CH:16]=[C:15]2[C:10]=1[CH:11]=[CH:12][C:13]([C:23](O)=[O:24])=[CH:14]2.CCOCC.O.O.O.O.O.O.O.O.O.O.S([O-])([O-])(=O)=O.[Na+].[Na+]. Given the product [OH:24][CH2:23][C:13]1[CH:12]=[CH:11][C:10]2[C:15](=[CH:16][C:17]([O:21][CH3:22])=[C:18]([O:19][CH3:20])[C:9]=2[O:8][CH3:7])[CH:14]=1, predict the reactants needed to synthesize it. (5) Given the product [F:15][C:16]1[CH:23]=[CH:22][C:21]([O:24][CH3:25])=[CH:20][C:17]=1[C:18]1[NH:1][N:2]=[C:3]([C:4]2[CH:5]=[N:6][CH:7]=[CH:8][C:9]=2[C:10]([F:11])([F:12])[F:13])[N:14]=1, predict the reactants needed to synthesize it. The reactants are: [NH2:1][NH:2][C:3](=[NH:14])[C:4]1[C:9]([C:10]([F:13])([F:12])[F:11])=[CH:8][CH:7]=[N:6][CH:5]=1.[F:15][C:16]1[CH:23]=[CH:22][C:21]([O:24][CH3:25])=[CH:20][C:17]=1[CH:18]=O. (6) Given the product [Cl:1][C:2]1[CH:3]=[C:4]([N:11]([S:12]([C:15]2[CH:20]=[CH:19][C:18]([Cl:21])=[C:17]([C:22]([F:23])([F:25])[F:24])[CH:16]=2)(=[O:13])=[O:14])[CH2:34][O:35][CH3:36])[C:5]([C:8]([Cl:29])=[O:10])=[N:6][CH:7]=1, predict the reactants needed to synthesize it. The reactants are: [Cl:1][C:2]1[CH:3]=[C:4]([NH:11][S:12]([C:15]2[CH:20]=[CH:19][C:18]([Cl:21])=[C:17]([C:22]([F:25])([F:24])[F:23])[CH:16]=2)(=[O:14])=[O:13])[C:5]([C:8]([OH:10])=O)=[N:6][CH:7]=1.C(Cl)(=O)C([Cl:29])=O.C1[CH2:36][O:35][CH2:34]C1. (7) Given the product [F:33][C:23]1[C:24]([O:31][CH3:32])=[CH:25][C:26]([O:29][CH3:30])=[C:27]([F:28])[C:22]=1[N:17]1[C:16](=[O:34])[C:15]2([CH2:36][CH2:35]2)[C:14]2[C:19](=[CH:20][N:21]=[C:12]([C:11]3[N:10]([CH2:37][O:38][CH2:39][CH2:40][Si:41]([CH3:42])([CH3:44])[CH3:43])[N:9]=[CH:8][C:7]=3[NH:6][C:1](=[O:4])[CH:2]=[CH2:3])[CH:13]=2)[CH2:18]1, predict the reactants needed to synthesize it. The reactants are: [C:1](Cl)(=[O:4])[CH:2]=[CH2:3].[NH2:6][C:7]1[CH:8]=[N:9][N:10]([CH2:37][O:38][CH2:39][CH2:40][Si:41]([CH3:44])([CH3:43])[CH3:42])[C:11]=1[C:12]1[CH:13]=[C:14]2[C:19](=[CH:20][N:21]=1)[CH2:18][N:17]([C:22]1[C:27]([F:28])=[C:26]([O:29][CH3:30])[CH:25]=[C:24]([O:31][CH3:32])[C:23]=1[F:33])[C:16](=[O:34])[C:15]12[CH2:36][CH2:35]1.C(N(CC)CC)C.